This data is from Forward reaction prediction with 1.9M reactions from USPTO patents (1976-2016). The task is: Predict the product of the given reaction. (1) Given the reactants C1(CBr)CC1.[F:6][C:7]1[CH:14]=[CH:13][C:10]([CH2:11]Br)=[CH:9][CH:8]=1.[C:15]([C:18]1[S:22][C:21]([N:23]2[CH2:27][CH2:26][NH:25][C:24]2=[O:28])=[N:20][C:19]=1[CH3:29])(=[O:17])[CH3:16], predict the reaction product. The product is: [C:15]([C:18]1[S:22][C:21]([N:23]2[CH2:27][CH2:26][N:25]([CH2:11][C:10]3[CH:13]=[CH:14][C:7]([F:6])=[CH:8][CH:9]=3)[C:24]2=[O:28])=[N:20][C:19]=1[CH3:29])(=[O:17])[CH3:16]. (2) Given the reactants O=P(Cl)(Cl)Cl.[ClH:6].[Br:7][C:8]1[C:17]([O:18][CH3:19])=[CH:16][CH:15]=[C:14]2[C:9]=1[CH:10]=[CH:11][N+:12]([O-])=[CH:13]2, predict the reaction product. The product is: [Br:7][C:8]1[C:17]([O:18][CH3:19])=[CH:16][CH:15]=[C:14]2[C:9]=1[CH:10]=[CH:11][N:12]=[C:13]2[Cl:6]. (3) Given the reactants [OH:1][CH:2]1[CH2:7][CH2:6][CH:5]([NH:8][C:9](=[O:15])[O:10][C:11]([CH3:14])([CH3:13])[CH3:12])[CH2:4][CH2:3]1.[CH3:16][S:17](Cl)(=[O:19])=[O:18], predict the reaction product. The product is: [CH3:16][S:17]([O:1][CH:2]1[CH2:7][CH2:6][CH:5]([NH:8][C:9]([O:10][C:11]([CH3:12])([CH3:14])[CH3:13])=[O:15])[CH2:4][CH2:3]1)(=[O:19])=[O:18]. (4) Given the reactants [NH2:1][C:2]1[N:3]=[CH:4][C:5]([C:21]2[CH:22]=[N:23][N:24]([CH:26]3[CH2:29][N:28](C(OC(C)(C)C)=O)[CH2:27]3)[CH:25]=2)=[C:6]2[CH:10]=[C:9]([C:11]3[CH:20]=[CH:19][CH:18]=[C:17]4[C:12]=3[CH:13]=[CH:14][N:15]=[CH:16]4)[O:8][C:7]=12.Cl, predict the reaction product. The product is: [NH:28]1[CH2:27][CH:26]([N:24]2[CH:25]=[C:21]([C:5]3[CH:4]=[N:3][C:2]([NH2:1])=[C:7]4[O:8][C:9]([C:11]5[CH:20]=[CH:19][CH:18]=[C:17]6[C:12]=5[CH:13]=[CH:14][N:15]=[CH:16]6)=[CH:10][C:6]=34)[CH:22]=[N:23]2)[CH2:29]1. (5) The product is: [CH2:19]([CH:21]([C:24]1[C:25]2[N:26]([C:31]([C:2]3[S:6][C:5]([CH:7]4[CH2:12][CH2:11][O:10][CH2:9][CH2:8]4)=[CH:4][C:3]=3[CH3:13])=[C:32]([CH3:34])[N:33]=2)[N:27]=[C:28]([CH3:30])[CH:29]=1)[CH2:22][CH3:23])[CH3:20]. Given the reactants Br[C:2]1[S:6][C:5]([CH:7]2[CH2:12][CH2:11][O:10][CH2:9][CH2:8]2)=[CH:4][C:3]=1[CH3:13].C([Li])CCC.[CH2:19]([CH:21]([C:24]1[C:25]2[N:26]([C:31](I)=[C:32]([CH3:34])[N:33]=2)[N:27]=[C:28]([CH3:30])[CH:29]=1)[CH2:22][CH3:23])[CH3:20], predict the reaction product.